This data is from Forward reaction prediction with 1.9M reactions from USPTO patents (1976-2016). The task is: Predict the product of the given reaction. (1) Given the reactants [CH2:1]1[CH2:3][CH:2]1[C:4](O)=O.Cl.Cl.[C:9]1([NH2:16])[CH:14]=[CH:13][CH:12]=[CH:11][C:10]=1[NH2:15].[OH-].[Na+], predict the reaction product. The product is: [CH:2]1([C:4]2[NH:15][C:10]3[CH:11]=[CH:12][CH:13]=[CH:14][C:9]=3[N:16]=2)[CH2:3][CH2:1]1. (2) Given the reactants [O:1]=[C:2]([C:7]1[CH:12]=[CH:11][CH:10]=[CH:9][CH:8]=1)[C:3]([O:5][CH3:6])=[O:4].C(OC(OCC)[C:17]1[CH:18]=[C:19]([Mg]Br)[CH:20]=[CH:21][CH:22]=1)C.C1C[O:31][CH2:30]C1, predict the reaction product. The product is: [CH:30]([C:9]1[CH:8]=[C:7]([C:2]([OH:1])([C:17]2[CH:18]=[CH:19][CH:20]=[CH:21][CH:22]=2)[C:3]([O:5][CH3:6])=[O:4])[CH:12]=[CH:11][CH:10]=1)=[O:31]. (3) Given the reactants [CH3:1][C:2]1[CH:7]=[C:6]([O:8]C2CCCCO2)[CH:5]=[CH:4][C:3]=1[C:15]1[CH:20]=[CH:19][CH:18]=[C:17]([CH2:21][O:22][C:23]2[CH:28]=[CH:27][C:26]([CH2:29][CH2:30][C:31]([O:33][CH3:34])=[O:32])=[CH:25][CH:24]=2)[CH:16]=1.O.C1(C)C=CC(S(O)(=O)=O)=CC=1, predict the reaction product. The product is: [OH:8][C:6]1[CH:5]=[CH:4][C:3]([C:15]2[CH:20]=[CH:19][CH:18]=[C:17]([CH2:21][O:22][C:23]3[CH:28]=[CH:27][C:26]([CH2:29][CH2:30][C:31]([O:33][CH3:34])=[O:32])=[CH:25][CH:24]=3)[CH:16]=2)=[C:2]([CH3:1])[CH:7]=1. (4) The product is: [CH2:11]([CH:15]1[O:19][C:18](=[O:20])[NH:17][C:16]1=[O:21])[CH2:12][CH2:13][CH3:14]. Given the reactants OC(CCCC)C(N)=O.[Na].[CH2:11]([CH:15]1[O:19][C:18](=[O:20])[NH:17][C:16]1=[O:21])[CH2:12][CH2:13][CH3:14].OC(CCCC)C(O)=O, predict the reaction product. (5) Given the reactants [C:1]([C:4]1[CH:5]=[C:6]([CH:11]=[C:12]([C:14](=[O:24])[NH:15][C@@H:16]([C:18]2[CH:23]=[CH:22][CH:21]=[CH:20][CH:19]=2)[CH3:17])[CH:13]=1)[C:7]([O:9]C)=[O:8])(=[O:3])[CH3:2].CO.O.[Li+].[OH-], predict the reaction product. The product is: [C:1]([C:4]1[CH:5]=[C:6]([CH:11]=[C:12]([C:14](=[O:24])[NH:15][C@@H:16]([C:18]2[CH:19]=[CH:20][CH:21]=[CH:22][CH:23]=2)[CH3:17])[CH:13]=1)[C:7]([OH:9])=[O:8])(=[O:3])[CH3:2].